From a dataset of Catalyst prediction with 721,799 reactions and 888 catalyst types from USPTO. Predict which catalyst facilitates the given reaction. (1) Reactant: CC(O)(C)[C:3]#[C:4][C:5]1[CH:17]=[CH:16][C:8]([O:9][CH2:10][CH2:11][CH2:12][CH2:13][CH2:14][OH:15])=[CH:7][CH:6]=1.C1(C)C=CC=CC=1.[OH-].[Na+].Cl. Product: [C:4]([C:5]1[CH:17]=[CH:16][C:8]([O:9][CH2:10][CH2:11][CH2:12][CH2:13][CH2:14][OH:15])=[CH:7][CH:6]=1)#[CH:3]. The catalyst class is: 84. (2) Reactant: C1(N)C(F)=C(F)C(F)=C(N)C=1F.Cl.Cl.[CH2:15]([O:22][NH:23][C@H:24]1[CH2:29][NH:28][C@H:27]([C:30]([O:32]C)=[O:31])[CH2:26][CH2:25]1)[C:16]1[CH:21]=[CH:20][CH:19]=[CH:18][CH:17]=1.[OH-].[Na+].Cl.C(=O)([O-])[O-].[K+].[K+].C(OC([O:45][C:46]([O:48][C:49]([CH3:52])([CH3:51])[CH3:50])=O)=O)([O:45][C:46]([O:48][C:49]([CH3:52])([CH3:51])[CH3:50])=O)=O. Product: [CH2:15]([O:22][NH:23][C@H:24]1[CH2:29][N:28]([C:46]([O:48][C:49]([CH3:52])([CH3:51])[CH3:50])=[O:45])[C@H:27]([C:30]([OH:32])=[O:31])[CH2:26][CH2:25]1)[C:16]1[CH:17]=[CH:18][CH:19]=[CH:20][CH:21]=1. The catalyst class is: 127. (3) Reactant: [NH2:1][CH2:2][C@:3]1([OH:31])[C@@H:8]([OH:9])[C@H:7]([OH:10])[C@@H:6]([CH2:11][OH:12])[O:5][C@@H:4]1[O:13][C:14]1[CH:19]=[CH:18][C:17]([C:20]2[CH:21]=[C:22]([CH:27]=[CH:28][CH:29]=2)[C:23]([NH:25][CH3:26])=[O:24])=[CH:16][C:15]=1[CH3:30].[CH3:32][C:33]([O-])=[O:34].[Na+].C(Cl)(=O)C. Product: [C:33]([NH:1][CH2:2][C@:3]1([OH:31])[C@@H:8]([OH:9])[C@H:7]([OH:10])[C@@H:6]([CH2:11][OH:12])[O:5][C@@H:4]1[O:13][C:14]1[CH:19]=[CH:18][C:17]([C:20]2[CH:21]=[C:22]([CH:27]=[CH:28][CH:29]=2)[C:23]([NH:25][CH3:26])=[O:24])=[CH:16][C:15]=1[CH3:30])(=[O:34])[CH3:32]. The catalyst class is: 1.